From a dataset of Forward reaction prediction with 1.9M reactions from USPTO patents (1976-2016). Predict the product of the given reaction. (1) Given the reactants Cl[CH2:2][C:3]1[C:4]([S:9][CH2:10][CH:11]2[CH2:13][CH2:12]2)=[N:5][CH:6]=[CH:7][CH:8]=1.C([O:16][C:17](=[O:28])[CH2:18][CH2:19][C:20]1[CH:25]=[CH:24][C:23]([OH:26])=[C:22]([F:27])[CH:21]=1)C, predict the reaction product. The product is: [CH:11]1([CH2:10][S:9][C:4]2[C:3]([CH2:2][O:26][C:23]3[CH:24]=[CH:25][C:20]([CH2:19][CH2:18][C:17]([OH:28])=[O:16])=[CH:21][C:22]=3[F:27])=[CH:8][CH:7]=[CH:6][N:5]=2)[CH2:13][CH2:12]1. (2) Given the reactants N(C(C)(C)C#N)=NC(C)(C)C#N.Cl.Cl.[N:15]([C:24]([CH3:30])([CH3:29])[C:25](=[NH:28])[O:26][CH3:27])=[N:16][C:17]([CH3:23])([CH3:22])[C:18]([O:20][CH3:21])=[NH:19].N, predict the reaction product. The product is: [N:15]([C:24]([CH3:30])([CH3:29])[C:25](=[NH:28])[O:26][CH3:27])=[N:16][C:17]([CH3:23])([CH3:22])[C:18]([O:20][CH3:21])=[NH:19]. (3) Given the reactants C([O:8][C:9]1[C:10]([CH2:19][CH:20]([C:22]2[CH:27]=[CH:26][CH:25]=[CH:24][CH:23]=2)O)=[CH:11][CH:12]=[C:13]2[C:18]=1[N:17]=[CH:16][CH:15]=[CH:14]2)C1C=CC=CC=1.[O:28]([CH2:35][C:36]#[N:37])[C:29]1[CH:34]=[CH:33][CH:32]=[CH:31][CH:30]=1.[S:38](=O)(=[O:41])([OH:40])[OH:39].C(=O)(O)[O-:44].[Na+], predict the reaction product. The product is: [O:28]([CH2:35][C:36]([NH:37][CH:20]([C:22]1[CH:23]=[CH:24][CH:25]=[CH:26][CH:27]=1)[CH2:19][C:10]1[C:9]([O:8][S:38](=[O:40])(=[O:39])[OH:41])=[C:18]2[C:13]([CH:14]=[CH:15][CH:16]=[N:17]2)=[CH:12][CH:11]=1)=[O:44])[C:29]1[CH:34]=[CH:33][CH:32]=[CH:31][CH:30]=1. (4) Given the reactants [C:1]1(B(O)O)[CH:6]=[CH:5][CH:4]=[CH:3][CH:2]=1.Br[C:11]1[CH:12]=[CH:13][C:14]([OH:21])=[C:15]([CH:20]=1)[C:16]([O:18][CH3:19])=[O:17].O.C(=O)([O-])[O-].[K+].[K+], predict the reaction product. The product is: [OH:21][C:14]1[CH:13]=[CH:12][C:11]([C:1]2[CH:6]=[CH:5][CH:4]=[CH:3][CH:2]=2)=[CH:20][C:15]=1[C:16]([O:18][CH3:19])=[O:17].